Dataset: Acute oral toxicity (LD50) regression data from Zhu et al.. Task: Regression/Classification. Given a drug SMILES string, predict its toxicity properties. Task type varies by dataset: regression for continuous values (e.g., LD50, hERG inhibition percentage) or binary classification for toxic/non-toxic outcomes (e.g., AMES mutagenicity, cardiotoxicity, hepatotoxicity). Dataset: ld50_zhu. (1) The compound is NCCCOCCOCCO. The rat oral LD50 is 1.40, given as -log10 of the dose in mol/kg body weight (higher means more acutely toxic). (2) The compound is CCc1nnc(CSP(=S)(OC)OC)o1. The rat oral LD50 is 3.23, given as -log10 of the dose in mol/kg body weight (higher means more acutely toxic). (3) The rat oral LD50 is 2.54, given as -log10 of the dose in mol/kg body weight (higher means more acutely toxic). The compound is O=C(CS(=O)Cc1ccco1)NCC=CCOc1cc(CN2CCCCC2)ccn1.